This data is from Catalyst prediction with 721,799 reactions and 888 catalyst types from USPTO. The task is: Predict which catalyst facilitates the given reaction. (1) Reactant: CN(C(ON1N=NC2C=CC=NC1=2)=[N+](C)C)C.F[P-](F)(F)(F)(F)F.[C:25]([O:29][C:30]([C:32]1[CH:33]=[CH:34][C:35]2[C:36]([CH:55]3[CH2:60][CH2:59][CH2:58][CH2:57][CH2:56]3)=[C:37]3[C:43]4[CH:44]=[CH:45][C:46]([O:48][CH3:49])=[CH:47][C:42]=4[CH:41]=[C:40]([C:50]([OH:52])=O)[CH2:39][N:38]3[C:53]=2[CH:54]=1)=[O:31])([CH3:28])([CH3:27])[CH3:26].Cl.Cl.[CH3:63][N:64]1[CH2:70][CH:69]2[NH:71][CH:66]([CH2:67][CH2:68]2)[CH2:65]1. Product: [CH:55]1([C:36]2[C:35]3[CH:34]=[CH:33][C:32]([C:30]([O:29][C:25]([CH3:26])([CH3:27])[CH3:28])=[O:31])=[CH:54][C:53]=3[N:38]3[CH2:39][C:40]([C:50]([N:71]4[CH:66]5[CH2:67][CH2:68][CH:69]4[CH2:70][N:64]([CH3:63])[CH2:65]5)=[O:52])=[CH:41][C:42]4[CH:47]=[C:46]([O:48][CH3:49])[CH:45]=[CH:44][C:43]=4[C:37]=23)[CH2:56][CH2:57][CH2:58][CH2:59][CH2:60]1. The catalyst class is: 18. (2) Reactant: [C:1]1([CH2:7][C:8]#[N:9])[CH:6]=[CH:5][CH:4]=[CH:3][CH:2]=1.P([O-])(OCC)(SCC)=[S:11]. Product: [C:1]1([CH2:7][C:8]([NH2:9])=[S:11])[CH:6]=[CH:5][CH:4]=[CH:3][CH:2]=1. The catalyst class is: 601. (3) Reactant: [F:1][C:2]1[CH:3]=[C:4]2[C:9](=[CH:10][CH:11]=1)[N:8]=[CH:7][C:6](/[CH:12]=[CH:13]/[C:14](=[O:29])[CH2:15][CH2:16][CH2:17][CH2:18][C:19]1[CH:28]=[CH:27][C:26]3[CH2:25][CH2:24][CH2:23][NH:22][C:21]=3[N:20]=1)=[CH:5]2.[BH4-].[Na+].Cl. Product: [F:1][C:2]1[CH:3]=[C:4]2[C:9](=[CH:10][CH:11]=1)[N:8]=[CH:7][C:6](/[CH:12]=[CH:13]/[CH:14]([OH:29])[CH2:15][CH2:16][CH2:17][CH2:18][C:19]1[CH:28]=[CH:27][C:26]3[CH2:25][CH2:24][CH2:23][NH:22][C:21]=3[N:20]=1)=[CH:5]2. The catalyst class is: 5. (4) The catalyst class is: 201. Product: [Cl:1][C:2]1[CH:7]=[C:6]([OH:8])[CH:5]=[CH:4][C:3]=1[CH2:10][C:13]([C:15]1[CH:20]=[CH:19][N:18]=[C:17]([CH3:21])[CH:16]=1)=[O:14]. Reactant: [Cl:1][C:2]1[CH:7]=[C:6]([O:8]C)[CH:5]=[CH:4][C:3]=1[CH:10]([C:13]([C:15]1[CH:20]=[CH:19][N:18]=[C:17]([CH3:21])[CH:16]=1)=[O:14])C#N. (5) Reactant: [Cl:1][C:2]1[C:10]2[N:6]([C:7]([CH2:14][CH:15]3[CH2:19][CH2:18]CO3)=[CH:8][C:9]=2[C:11]([OH:13])=O)[CH:5]=[CH:4][CH:3]=1.Cl.[F:21][C:22]1([F:30])[CH2:27][CH2:26][CH:25]([CH2:28][NH2:29])[CH2:24][CH2:23]1.CN([C:34]([O:38]N1N=NC2C=CC=NC1=2)=[N+](C)C)C.F[P-](F)(F)(F)(F)F. Product: [Cl:1][C:2]1[C:10]2[N:6]([C:7]([CH2:14][CH:15]3[CH2:19][CH2:18][O:38][CH2:34]3)=[CH:8][C:9]=2[C:11]([NH:29][CH2:28][CH:25]2[CH2:26][CH2:27][C:22]([F:30])([F:21])[CH2:23][CH2:24]2)=[O:13])[CH:5]=[CH:4][CH:3]=1. The catalyst class is: 3. (6) Reactant: [NH:1]1[C:9]2[C:4](=[CH:5][CH:6]=[CH:7][N:8]=2)[CH:3]=[CH:2]1.[NH:10]1[CH2:15][CH2:14][C:13](=O)[CH2:12][CH2:11]1.[OH-].[K+]. Product: [NH:10]1[CH2:11][CH:12]=[C:13]([C:3]2[C:4]3[C:9](=[N:8][CH:7]=[CH:6][CH:5]=3)[NH:1][CH:2]=2)[CH2:14][CH2:15]1. The catalyst class is: 5. (7) Reactant: [O:1]=[C:2]1[C:6]2([CH2:11][CH2:10][CH2:9][N:8](C(OC(C)(C)C)=O)[CH2:7]2)[CH2:5][CH2:4][N:3]1[C:19]1[CH:24]=[CH:23][CH:22]=[CH:21][CH:20]=1.[ClH:25]. Product: [ClH:25].[C:19]1([N:3]2[CH2:4][CH2:5][C:6]3([CH2:11][CH2:10][CH2:9][NH:8][CH2:7]3)[C:2]2=[O:1])[CH:20]=[CH:21][CH:22]=[CH:23][CH:24]=1. The catalyst class is: 12. (8) Reactant: [Cl:1][C:2]1[N:3]=[C:4]([C:7]([OH:9])=O)[NH:5][N:6]=1.CN(C(ON1N=N[C:20]2C=CC=N[C:19]1=2)=[N+](C)C)C.F[P-](F)(F)(F)(F)F.CCN(C(C)C)C(C)C.[NH2:43][C@H:44]([CH2:52][C:53]1[CH:58]=[CH:57][C:56]([C:59]2[CH:64]=[CH:63][CH:62]=[CH:61][CH:60]=2)=[CH:55][CH:54]=1)[CH2:45][C@@H:46]([CH2:50][OH:51])[C:47]([OH:49])=[O:48]. Product: [CH2:19]([O:48][C:47](=[O:49])[C@H:46]([CH2:50][OH:51])[CH2:45][C@H:44]([NH:43][C:7]([C:4]1[NH:5][N:6]=[C:2]([Cl:1])[N:3]=1)=[O:9])[CH2:52][C:53]1[CH:54]=[CH:55][C:56]([C:59]2[CH:64]=[CH:63][CH:62]=[CH:61][CH:60]=2)=[CH:57][CH:58]=1)[CH3:20]. The catalyst class is: 3. (9) Reactant: [CH2:1]([O:8][CH:9]1[CH2:15][CH2:14][CH2:13][N:12]([S:16]([C:19]2[CH:20]=[C:21]([CH:26]=[CH:27][C:28]=2[CH2:29][CH2:30][F:31])[C:22]([O:24]C)=[O:23])(=[O:18])=[O:17])[CH2:11][CH2:10]1)[C:2]1[CH:7]=[CH:6][CH:5]=[CH:4][CH:3]=1.Cl. Product: [CH2:1]([O:8][CH:9]1[CH2:15][CH2:14][CH2:13][N:12]([S:16]([C:19]2[CH:20]=[C:21]([CH:26]=[CH:27][C:28]=2[CH2:29][CH2:30][F:31])[C:22]([OH:24])=[O:23])(=[O:17])=[O:18])[CH2:11][CH2:10]1)[C:2]1[CH:7]=[CH:6][CH:5]=[CH:4][CH:3]=1. The catalyst class is: 20. (10) Reactant: [Br:1][C:2]1[CH:9]=[CH:8][C:5]([CH:6]=[O:7])=[C:4]([F:10])[CH:3]=1.[BH4-].[Na+]. Product: [Br:1][C:2]1[CH:9]=[CH:8][C:5]([CH2:6][OH:7])=[C:4]([F:10])[CH:3]=1. The catalyst class is: 24.